This data is from HIV replication inhibition screening data with 41,000+ compounds from the AIDS Antiviral Screen. The task is: Binary Classification. Given a drug SMILES string, predict its activity (active/inactive) in a high-throughput screening assay against a specified biological target. (1) The molecule is Cc1cc(C)c(S(=O)(=O)Sc2nnnn2-c2ccccc2)c(C)c1. The result is 0 (inactive). (2) The molecule is O=C(Nc1ccc(Cl)c(Cl)c1)C(=O)Nn1c(=S)[nH]c2ccccc2c1=O. The result is 0 (inactive). (3) The molecule is O=C1[OH+][Cu-5]234([O+]=C(c5ccco5)C=[N+]2c2ccccc21)[O+]=C(c1ccco1)C=[N+]3c1ccccc1C(=O)[OH+]4. The result is 0 (inactive). (4) The molecule is CSc1nnc(N(C(C)C)C(C)C)c2nc[nH]c12. The result is 0 (inactive). (5) The molecule is CCOC(=O)COc1ccc(S(=O)(=O)c2ccc(OCC(=O)OCC)cc2)cc1. The result is 0 (inactive).